Task: Predict the reaction yield, written as a fraction of the theoretical maximum amount of product (1.0 means a 100% yield; for example, 0.34 means a 34% yield).. Dataset: Reaction yield outcomes from USPTO patents with 853,638 reactions (1) The reactants are [CH2:1]([O:3][C:4]([C:6]1[C:11](Br)=[CH:10][CH:9]=[C:8]([O:13][C:14]2[CH:19]=[CH:18][C:17]([Br:20])=[C:16]([CH:21]=[O:22])[CH:15]=2)[N:7]=1)=[O:5])[CH3:2].[C:23]([Cu])#[N:24].C(OCC)(=O)C. The catalyst is CN(C=O)C. The product is [CH2:1]([O:3][C:4]([C:6]1[C:11]([C:23]#[N:24])=[CH:10][CH:9]=[C:8]([O:13][C:14]2[CH:19]=[CH:18][C:17]([Br:20])=[C:16]([CH:21]=[O:22])[CH:15]=2)[N:7]=1)=[O:5])[CH3:2]. The yield is 0.190. (2) The reactants are [NH2:1][C:2]1[CH:10]=[CH:9][C:5]([C:6]([NH2:8])=[O:7])=[CH:4][CH:3]=1.N1C=CC=CC=1.Cl[C:18]([O:20][C:21]1[CH:26]=[CH:25][CH:24]=[CH:23][CH:22]=1)=[O:19].CCCCC. The catalyst is C(Cl)Cl.C(OCC)C. The product is [C:6]([C:5]1[CH:9]=[CH:10][C:2]([NH:1][C:18](=[O:19])[O:20][C:21]2[CH:26]=[CH:25][CH:24]=[CH:23][CH:22]=2)=[CH:3][CH:4]=1)(=[O:7])[NH2:8]. The yield is 0.770.